From a dataset of Catalyst prediction with 721,799 reactions and 888 catalyst types from USPTO. Predict which catalyst facilitates the given reaction. (1) Reactant: C(OC(=O)[NH:7][CH2:8][C:9](=[O:16])[N:10]1[CH2:15][CH2:14][CH2:13][CH2:12][CH2:11]1)(C)(C)C.[ClH:18].CO. Product: [NH3:7].[ClH:18].[NH2:7][CH2:8][C:9]([N:10]1[CH2:15][CH2:14][CH2:13][CH2:12][CH2:11]1)=[O:16]. The catalyst class is: 38. (2) Reactant: [F:1][C:2]1[CH:23]=[CH:22][C:5]([NH:6][C:7]2[CH:19]=[C:18]([CH:20]=[CH2:21])[CH:17]=[CH:16][C:8]=2[C:9]([O:11][C:12]([CH3:15])([CH3:14])[CH3:13])=[O:10])=[CH:4][CH:3]=1.I[C:25]1[CH:34]=[CH:33][C:28]2[O:29][CH2:30][CH2:31][O:32][C:27]=2[CH:26]=1.C(=O)([O-])[O-].[Cs+].[Cs+]. Product: [O:29]1[C:28]2[CH:33]=[CH:34][C:25](/[CH:21]=[CH:20]/[C:18]3[CH:17]=[CH:16][C:8]([C:9]([O:11][C:12]([CH3:15])([CH3:13])[CH3:14])=[O:10])=[C:7]([NH:6][C:5]4[CH:22]=[CH:23][C:2]([F:1])=[CH:3][CH:4]=4)[CH:19]=3)=[CH:26][C:27]=2[O:32][CH2:31][CH2:30]1. The catalyst class is: 596. (3) Reactant: [CH3:1][O:2][C:3]1[CH:23]=[CH:22][C:6]([CH2:7][N:8]2[C:12]([C:13]([O-:15])=[O:14])=[CH:11][C:10]([N:16]3[CH2:20][CH2:19][NH:18][C:17]3=[O:21])=[N:9]2)=[CH:5][CH:4]=1.[F:24][C:25]1[CH:32]=[CH:31][C:28]([CH2:29]Br)=[CH:27][CH:26]=1.[C:33](=O)([O-])[O-].[Cs+].[Cs+]. Product: [F:24][C:25]1[CH:32]=[CH:31][C:28]([CH2:29][N:18]2[CH2:19][CH2:20][N:16]([C:10]3[CH:11]=[C:12]([C:13]([O:15][CH3:33])=[O:14])[N:8]([CH2:7][C:6]4[CH:5]=[CH:4][C:3]([O:2][CH3:1])=[CH:23][CH:22]=4)[N:9]=3)[C:17]2=[O:21])=[CH:27][CH:26]=1. The catalyst class is: 21.